From a dataset of Full USPTO retrosynthesis dataset with 1.9M reactions from patents (1976-2016). Predict the reactants needed to synthesize the given product. (1) The reactants are: [NH:1]1[C:9]2[C:4](=[CH:5][CH:6]=[CH:7][CH:8]=2)[CH:3]=[C:2]1[CH2:10][C:11]([O:13][CH2:14][CH3:15])=[O:12].[C:16](=O)([O:22]C(C)(C)C)[O:17][C:18]([CH3:21])([CH3:20])[CH3:19]. Given the product [CH2:14]([O:13][C:11]([CH2:10][C:2]1[N:1]([C:16]([O:17][C:18]([CH3:21])([CH3:20])[CH3:19])=[O:22])[C:9]2[C:4]([CH:3]=1)=[CH:5][CH:6]=[CH:7][CH:8]=2)=[O:12])[CH3:15], predict the reactants needed to synthesize it. (2) Given the product [CH2:31]([O:30][C:28]([N:25]1[CH2:26][CH2:27][N:22]([S:19]([C:16]2[CH:17]=[CH:18][C:13]([CH2:12][C:9]3[C:8]4[CH2:33][O:34][CH2:35][CH2:36][C:7]=4[N:6]([CH2:5][C:4]([OH:37])=[O:3])[C:10]=3[CH3:11])=[CH:14][CH:15]=2)(=[O:21])=[O:20])[CH2:23][CH2:24]1)=[O:29])[CH3:32], predict the reactants needed to synthesize it. The reactants are: C([O:3][C:4](=[O:37])[CH2:5][N:6]1[C:10]([CH3:11])=[C:9]([CH2:12][C:13]2[CH:18]=[CH:17][C:16]([S:19]([N:22]3[CH2:27][CH2:26][N:25]([C:28]([O:30][CH2:31][CH3:32])=[O:29])[CH2:24][CH2:23]3)(=[O:21])=[O:20])=[CH:15][CH:14]=2)[C:8]2[CH2:33][O:34][CH2:35][CH2:36][C:7]1=2)C.[Li+].[OH-]. (3) Given the product [C:1]12([CH2:11][C:12]([NH:14][C:15]3[C:24]([CH3:25])=[CH:23][CH:22]=[C:21]4[C:16]=3[CH:17]=[CH:18][C:19]([N:33]3[CH2:37][CH2:36][C@@H:35]([OH:38])[CH2:34]3)=[N:20]4)=[O:13])[CH2:10][CH:5]3[CH2:6][CH:7]([CH2:9][CH:3]([CH2:4]3)[CH2:2]1)[CH2:8]2, predict the reactants needed to synthesize it. The reactants are: [C:1]12([CH2:11][C:12]([NH:14][C:15]3[C:24]([CH3:25])=[CH:23][CH:22]=[C:21]4[C:16]=3[CH:17]=[CH:18][C:19](Cl)=[N:20]4)=[O:13])[CH2:10][CH:5]3[CH2:6][CH:7]([CH2:9][CH:3]([CH2:4]3)[CH2:2]1)[CH2:8]2.C(=O)([O-])[O-].[K+].[K+].[NH:33]1[CH2:37][CH2:36][C@@H:35]([OH:38])[CH2:34]1. (4) The reactants are: [C:1]([C:5]1[N:6]=[C:7]([N:22]2[CH2:27][CH2:26]OCC2)[C:8]2[N:13]=[N:12][N:11]([CH2:14][C:15]3[CH:20]=[CH:19][CH:18]=[CH:17][C:16]=3[Cl:21])[C:9]=2[N:10]=1)([CH3:4])([CH3:3])[CH3:2].C(C1N=C(Cl)C2N=NN(CC3C=CC=CC=3Cl)C=2N=1)(C)(C)C.Cl.[O:51]1[CH2:55]CCN1. Given the product [C:1]([C:5]1[N:6]=[C:7]([N:22]2[CH2:27][CH2:26][CH2:55][O:51]2)[C:8]2[N:13]=[N:12][N:11]([CH2:14][C:15]3[CH:20]=[CH:19][CH:18]=[CH:17][C:16]=3[Cl:21])[C:9]=2[N:10]=1)([CH3:3])([CH3:2])[CH3:4], predict the reactants needed to synthesize it. (5) Given the product [CH3:1][O:2][C:3]1[CH:8]=[C:7]([O:9][CH3:10])[CH:6]=[CH:5][C:4]=1[C:15]1[C:23]2[C:18](=[CH:19][C:20]([S:24]([NH:27][C:28]3[S:32][N:31]=[CH:30][N:29]=3)(=[O:25])=[O:26])=[CH:21][CH:22]=2)[N:17]([CH3:44])[CH:16]=1, predict the reactants needed to synthesize it. The reactants are: [CH3:1][O:2][C:3]1[CH:8]=[C:7]([O:9][CH3:10])[CH:6]=[CH:5][C:4]=1B(O)O.Br[C:15]1[C:23]2[C:18](=[CH:19][C:20]([S:24]([N:27](CC3C=CC(OC)=CC=3OC)[C:28]3[S:32][N:31]=[CH:30][N:29]=3)(=[O:26])=[O:25])=[CH:21][CH:22]=2)[N:17]([CH3:44])[CH:16]=1.